This data is from Catalyst prediction with 721,799 reactions and 888 catalyst types from USPTO. The task is: Predict which catalyst facilitates the given reaction. (1) Reactant: C(O[C:4]([C@@H:6]1[CH2:11][CH2:10][CH2:9][CH2:8][C@@H:7]1[N:12]([CH2:33][CH2:34][C:35]([CH3:38])([CH3:37])[CH3:36])[C:13](=[O:32])[CH2:14][C:15]1[NH:20][C:19]2[CH:21]=[CH:22][C:23]([NH:25][S:26]([CH3:29])(=[O:28])=[O:27])=[CH:24][C:18]=2[S:17](=[O:31])(=[O:30])[N:16]=1)=[O:5])C.[O-]CC.[Na+].Cl. Product: [CH3:37][C:35]([CH3:38])([CH3:36])[CH2:34][CH2:33][N:12]1[C:13](=[O:32])[C:14]([C:15]2[NH:20][C:19]3[CH:21]=[CH:22][C:23]([NH:25][S:26]([CH3:29])(=[O:27])=[O:28])=[CH:24][C:18]=3[S:17](=[O:31])(=[O:30])[N:16]=2)=[C:4]([OH:5])[CH:6]2[CH:7]1[CH2:8][CH2:9][CH2:10][CH2:11]2. The catalyst class is: 162. (2) Reactant: [NH2:1][C:2]1[CH:7]=[CH:6][C:5]([C:8]([CH3:12])([CH3:11])[C:9]#[N:10])=[C:4]([F:13])[CH:3]=1.[CH3:14][O:15][C:16]1[CH:17]=[C:18]([CH:22]=[CH:23][C:24]=1[O:25][CH3:26])[C:19](Cl)=[O:20].C(N(CC)CC)C. Product: [C:9]([C:8]([CH3:11])([CH3:12])[C:5]1[CH:6]=[CH:7][C:2]([NH:1][C:19](=[O:20])[C:18]2[CH:22]=[CH:23][C:24]([O:25][CH3:26])=[C:16]([O:15][CH3:14])[CH:17]=2)=[CH:3][C:4]=1[F:13])#[N:10]. The catalyst class is: 2. (3) Reactant: [Br:1][CH:2]1[C:7](=O)[CH2:6][CH2:5][N:4](C(OC(C)(C)C)=O)[CH2:3]1.[C:16](=[S:24])([NH2:23])[C:17]1[CH:22]=[CH:21][CH:20]=[CH:19][CH:18]=1. The catalyst class is: 25. Product: [BrH:1].[C:17]1([C:16]2[S:24][C:2]3[CH2:3][NH:4][CH2:5][CH2:6][C:7]=3[N:23]=2)[CH:22]=[CH:21][CH:20]=[CH:19][CH:18]=1.